From a dataset of Forward reaction prediction with 1.9M reactions from USPTO patents (1976-2016). Predict the product of the given reaction. (1) Given the reactants [Cl:1][C:2]1[C:7]([S:8]([CH3:11])(=[O:10])=[O:9])=[CH:6][CH:5]=[CH:4][C:3]=1[CH2:12][C:13]1[CH:18]=[C:17]([F:19])[CH:16]=[CH:15][C:14]=1[O:20]C.C(O)(=O)C, predict the reaction product. The product is: [Cl:1][C:2]1[C:7]([S:8]([CH3:11])(=[O:10])=[O:9])=[CH:6][CH:5]=[CH:4][C:3]=1[CH2:12][C:13]1[CH:18]=[C:17]([F:19])[CH:16]=[CH:15][C:14]=1[OH:20]. (2) Given the reactants [NH2:1][C:2](=[O:37])[C@@H:3]([NH:12][C:13](=[O:36])[C@@H:14]([NH:16][C:17](=[O:35])[C@@H:18]([NH:20][C:21](=[O:34])[CH:22]([NH:26][C:27]1[S:28][C:29]([CH:32]=[O:33])=[CH:30][N:31]=1)[CH:23]([CH3:25])[CH3:24])[CH3:19])[CH3:15])[CH2:4][C:5]1[CH:10]=[CH:9][C:8]([OH:11])=[CH:7][CH:6]=1.[BH4-].[Na+], predict the reaction product. The product is: [NH2:1][C:2](=[O:37])[C@@H:3]([NH:12][C:13](=[O:36])[C@@H:14]([NH:16][C:17](=[O:35])[C@@H:18]([NH:20][C:21](=[O:34])[CH:22]([NH:26][C:27]1[S:28][C:29]([CH2:32][OH:33])=[CH:30][N:31]=1)[CH:23]([CH3:24])[CH3:25])[CH3:19])[CH3:15])[CH2:4][C:5]1[CH:6]=[CH:7][C:8]([OH:11])=[CH:9][CH:10]=1.